This data is from Peptide-MHC class I binding affinity with 185,985 pairs from IEDB/IMGT. The task is: Regression. Given a peptide amino acid sequence and an MHC pseudo amino acid sequence, predict their binding affinity value. This is MHC class I binding data. (1) The peptide sequence is VDSSQGSEY. The MHC is HLA-A26:01 with pseudo-sequence HLA-A26:01. The binding affinity (normalized) is 0.0664. (2) The peptide sequence is VPRVHNQPQ. The MHC is HLA-A02:01 with pseudo-sequence HLA-A02:01. The binding affinity (normalized) is 0.0847. (3) The peptide sequence is YTAVVPLVR. The MHC is Mamu-A02 with pseudo-sequence Mamu-A02. The binding affinity (normalized) is 0.122. (4) The peptide sequence is YTYGAGSYF. The MHC is HLA-B15:01 with pseudo-sequence HLA-B15:01. The binding affinity (normalized) is 0.823. (5) The peptide sequence is LGCAANWILR. The MHC is Patr-A0301 with pseudo-sequence Patr-A0301. The binding affinity (normalized) is 0.351.